From a dataset of Catalyst prediction with 721,799 reactions and 888 catalyst types from USPTO. Predict which catalyst facilitates the given reaction. Reactant: [NH2:1][C:2]1[CH:33]=[CH:32][C:5]([CH2:6][CH2:7][N:8]2[C:13]3[N:14]=[C:15]([NH:18][CH3:19])[N:16]=[CH:17][C:12]=3[CH:11]=[C:10]([C:20]3[CH:25]=[C:24]([O:26][CH3:27])[CH:23]=[C:22]([O:28][CH3:29])[C:21]=3[Cl:30])[C:9]2=[O:31])=[CH:4][CH:3]=1.CCN(C(C)C)C(C)C.Cl[CH2:44][CH2:45][S:46](Cl)(=[O:48])=[O:47]. Product: [Cl:30][C:21]1[C:22]([O:28][CH3:29])=[CH:23][C:24]([O:26][CH3:27])=[CH:25][C:20]=1[C:10]1[C:9](=[O:31])[N:8]([CH2:7][CH2:6][C:5]2[CH:32]=[CH:33][C:2]([NH:1][S:46]([CH:45]=[CH2:44])(=[O:48])=[O:47])=[CH:3][CH:4]=2)[C:13]2[N:14]=[C:15]([NH:18][CH3:19])[N:16]=[CH:17][C:12]=2[CH:11]=1. The catalyst class is: 2.